From a dataset of Full USPTO retrosynthesis dataset with 1.9M reactions from patents (1976-2016). Predict the reactants needed to synthesize the given product. (1) Given the product [CH3:14][CH:15]([CH2:18][CH2:19][CH2:20][CH2:21][CH2:22][CH2:23][CH2:24][CH2:25][CH3:26])[C:16]([OH:3])=[O:17], predict the reactants needed to synthesize it. The reactants are: CC(C)=[O:3].OS(O)(=O)=O.O=[Cr](=O)=O.[CH3:14][CH:15]([CH2:18][CH2:19][CH2:20][CH2:21][CH2:22][CH2:23][CH2:24][CH2:25][CH3:26])[CH:16]=[O:17].[OH-].[Na+].Cl. (2) Given the product [C:23]([O:27][C:28]([N:30]1[CH2:31][CH2:32][CH:33]([CH2:36][CH2:37][CH2:38][O:39][C:40]2[CH:45]=[CH:44][C:43]([C:46](=[O:48])[NH:50][CH2:51][C@H:52]([OH:55])[CH2:53][OH:54])=[C:42]([CH3:49])[CH:41]=2)[CH2:34][CH2:35]1)=[O:29])([CH3:24])([CH3:26])[CH3:25], predict the reactants needed to synthesize it. The reactants are: C1C=CC2N(O)N=NC=2C=1.O.CCN=C=NCCCN(C)C.[C:23]([O:27][C:28]([N:30]1[CH2:35][CH2:34][CH:33]([CH2:36][CH2:37][CH2:38][O:39][C:40]2[CH:45]=[CH:44][C:43]([C:46]([OH:48])=O)=[C:42]([CH3:49])[CH:41]=2)[CH2:32][CH2:31]1)=[O:29])([CH3:26])([CH3:25])[CH3:24].[NH2:50][CH2:51][C@H:52]([OH:55])[CH2:53][OH:54].CCN(CC)CC.